This data is from Reaction yield outcomes from USPTO patents with 853,638 reactions. The task is: Predict the reaction yield, written as a fraction of the theoretical maximum amount of product (1.0 means a 100% yield; for example, 0.34 means a 34% yield). (1) The reactants are Br[CH2:2][C:3]1[N:8]([CH2:9][C:10]2[CH:15]=[CH:14][CH:13]=[C:12]([Cl:16])[C:11]=2[CH3:17])[C:7]2[N:18]=[C:19]([N:21]3[CH2:26][CH2:25][O:24][CH2:23][CH2:22]3)[S:20][C:6]=2[C:5](=[O:27])[N:4]=1.[NH:28]1[CH2:32][CH2:31][CH2:30][CH2:29]1. The catalyst is O1CCCC1.ClCCl. The product is [Cl:16][C:12]1[C:11]([CH3:17])=[C:10]([CH2:9][N:8]2[C:7]3[N:18]=[C:19]([N:21]4[CH2:26][CH2:25][O:24][CH2:23][CH2:22]4)[S:20][C:6]=3[C:5](=[O:27])[N:4]=[C:3]2[CH2:2][N:28]2[CH2:32][CH2:31][CH2:30][CH2:29]2)[CH:15]=[CH:14][CH:13]=1. The yield is 0.204. (2) The reactants are C([N:8]1[CH:12]=[CH:11][N:10]=[C:9]1[CH:13]1[C:18]2=[N:19][NH:20][C:21](=[O:26])[C:22]3[CH:23]=[CH:24][CH:25]=[C:16]([C:17]=32)[NH:15][CH:14]1[C:27]1[CH:32]=[CH:31][CH:30]=[CH:29][CH:28]=1)C1C=CC=CC=1. The catalyst is [OH-].[OH-].[Pd+2].CO. The product is [NH:10]1[CH:11]=[CH:12][N:8]=[C:9]1[CH:13]1[C:18]2=[N:19][NH:20][C:21](=[O:26])[C:22]3[CH:23]=[CH:24][CH:25]=[C:16]([C:17]=32)[NH:15][CH:14]1[C:27]1[CH:32]=[CH:31][CH:30]=[CH:29][CH:28]=1. The yield is 0.720. (3) The reactants are O(P(O[C:18]1[N:19]([C:24]([O:26][C:27]([CH3:30])([CH3:29])[CH3:28])=[O:25])[CH2:20][CH2:21][O:22][CH:23]=1)(OC1C=CC=CC=1)=O)C1C=CC=CC=1.[O:31]([C:38]1[CH:43]=[CH:42][CH:41]=[CH:40][C:39]=1B(O)O)[C:32]1[CH:37]=[CH:36][CH:35]=[CH:34][CH:33]=1. No catalyst specified. The product is [O:31]([C:38]1[CH:39]=[CH:40][CH:41]=[CH:42][C:43]=1[C:18]1[N:19]([C:24]([O:26][C:27]([CH3:28])([CH3:29])[CH3:30])=[O:25])[CH2:20][CH2:21][O:22][CH:23]=1)[C:32]1[CH:37]=[CH:36][CH:35]=[CH:34][CH:33]=1. The yield is 0.250. (4) The reactants are Cl[C:2]1[CH:3]=[CH:4][N:5]2[C:10]([C:11]=1[O:12][CH3:13])=[C:9]([CH:14]1[CH2:16][CH2:15]1)[CH:8]=[C:7]([C:17]([O:19][CH3:20])=[O:18])[C:6]2=[O:21].[NH:22]1[C:30]2[C:25](=[CH:26][C:27](B3OC(C)(C)C(C)(C)O3)=[CH:28][CH:29]=2)[CH:24]=[N:23]1. No catalyst specified. The product is [NH:22]1[C:30]2[C:25](=[CH:26][C:27]([C:2]3[CH:3]=[CH:4][N:5]4[C:10]([C:11]=3[O:12][CH3:13])=[C:9]([CH:14]3[CH2:16][CH2:15]3)[CH:8]=[C:7]([C:17]([O:19][CH3:20])=[O:18])[C:6]4=[O:21])=[CH:28][CH:29]=2)[CH:24]=[N:23]1. The yield is 0.460. (5) The reactants are [CH3:1][C:2]1[C:16](=[O:17])[N:15]=[C:14]2[N:4]([C@@H:5]3[O:9][C@H:8]([CH2:10][OH:11])[C@@H:7]([OH:12])[C@@H:6]3[O:13]2)[CH:3]=1.[CH3:18][O:19][CH2:20][CH2:21][O:22]B([O:22][CH2:21][CH2:20][O:19][CH3:18])[O:22][CH2:21][CH2:20][O:19][CH3:18]. The catalyst is COCCO. The product is [CH3:18][O:19][CH2:20][CH2:21][O:22][C@@H:6]1[C@H:7]([OH:12])[C@@H:8]([CH2:10][OH:11])[O:9][C@H:5]1[N:4]1[CH:3]=[C:2]([CH3:1])[C:16](=[O:17])[NH:15][C:14]1=[O:13]. The yield is 0.630. (6) The reactants are C(O)C.O1CCCC1.[O:9]1[CH2:13][CH2:12][O:11][CH:10]1[C:14]1[CH:15]=[CH:16][C:17]([CH:20]=[O:21])=[N:18][CH:19]=1.[BH4-].[Na+]. The catalyst is O. The product is [O:9]1[CH2:13][CH2:12][O:11][CH:10]1[C:14]1[CH:15]=[CH:16][C:17]([CH2:20][OH:21])=[N:18][CH:19]=1. The yield is 0.780. (7) The reactants are [C:1]([Si:5]([C:23]1[CH:28]=[CH:27][CH:26]=[CH:25][CH:24]=1)([C:17]1[CH:22]=[CH:21][CH:20]=[CH:19][CH:18]=1)[O:6][CH2:7][CH2:8][C:9]([C:11]1[CH:16]=[CH:15][CH:14]=[CH:13][CH:12]=1)=[CH2:10])([CH3:4])([CH3:3])[CH3:2].[N+](=[C:31]([C:36]([O:38][CH3:39])=[O:37])[C:32]([O:34][CH3:35])=[O:33])=[N-]. The catalyst is C(Cl)(Cl)Cl.C([O-])(=O)C.[Rh+2].C([O-])(=O)C. The product is [CH3:35][O:34][C:32]([C:31]1([C:36]([O:38][CH3:39])=[O:37])[CH2:10][C:9]1([CH2:8][CH2:7][O:6][Si:5]([C:1]([CH3:2])([CH3:4])[CH3:3])([C:17]1[CH:18]=[CH:19][CH:20]=[CH:21][CH:22]=1)[C:23]1[CH:24]=[CH:25][CH:26]=[CH:27][CH:28]=1)[C:11]1[CH:12]=[CH:13][CH:14]=[CH:15][CH:16]=1)=[O:33]. The yield is 0.700. (8) The reactants are [NH2:1][C@H:2]1[C:11]2[C:6](=[CH:7][CH:8]=[C:9]([F:12])[CH:10]=2)[N:5]([C:13](=[O:15])[CH3:14])[C@@H:4]([CH:16]2[CH2:18][CH2:17]2)[C@@H:3]1[CH3:19].Br[C:21]1[C:26]([O:27][CH3:28])=[CH:25][CH:24]=[CH:23][N:22]=1.CN(C1C(C2C(P(C3CCCCC3)C3CCCCC3)=CC=CC=2)=CC=CC=1)C.CC(C)([O-])C.[Na+]. The catalyst is O1CCOCC1.C1C=CC(/C=C/C(/C=C/C2C=CC=CC=2)=O)=CC=1.C1C=CC(/C=C/C(/C=C/C2C=CC=CC=2)=O)=CC=1.C1C=CC(/C=C/C(/C=C/C2C=CC=CC=2)=O)=CC=1.[Pd].[Pd]. The product is [CH:16]1([C@H:4]2[C@H:3]([CH3:19])[C@@H:2]([NH:1][C:21]3[C:26]([O:27][CH3:28])=[CH:25][CH:24]=[CH:23][N:22]=3)[C:11]3[C:6](=[CH:7][CH:8]=[C:9]([F:12])[CH:10]=3)[N:5]2[C:13](=[O:15])[CH3:14])[CH2:18][CH2:17]1. The yield is 0.820. (9) The reactants are O([BH-](OC(C)=O)OC(C)=O)C(C)=O.[Na+].[Cl:15][C:16]1[N:21]=[C:20]([NH2:22])[CH:19]=[N:18][CH:17]=1.[CH:23]1([O:28][C:29]2[CH:30]=[C:31]([CH:34]=[CH:35][C:36]=2[O:37][CH3:38])[CH:32]=O)[CH2:27][CH2:26][CH2:25][CH2:24]1. The catalyst is ClCCCl.CC(O)=O. The product is [Cl:15][C:16]1[N:21]=[C:20]([NH:22][CH2:32][C:31]2[CH:34]=[CH:35][C:36]([O:37][CH3:38])=[C:29]([O:28][CH:23]3[CH2:27][CH2:26][CH2:25][CH2:24]3)[CH:30]=2)[CH:19]=[N:18][CH:17]=1. The yield is 0.100.